The task is: Predict the reactants needed to synthesize the given product.. This data is from Full USPTO retrosynthesis dataset with 1.9M reactions from patents (1976-2016). (1) Given the product [NH2:1][C:2]1[N:11]=[CH:10][C:9]2[C:8]([NH:14][C:15]3[CH:20]=[CH:19][CH:18]=[CH:17][CH:16]=3)=[N:7][CH:6]=[N:5][C:4]=2[CH:3]=1, predict the reactants needed to synthesize it. The reactants are: [NH2:1][C:2]1[N:11]=[CH:10][C:9]2[C:8](SC)=[N:7][CH:6]=[N:5][C:4]=2[CH:3]=1.[NH2:14][C:15]1[CH:20]=[CH:19][CH:18]=[CH:17][CH:16]=1. (2) Given the product [Br:1][C:2]1[CH:3]=[CH:4][C:5]([C:8]2[CH:16]=[CH:15][CH:14]=[C:13]3[C:9]=2[C:10](=[CH:34][C:30]2[NH:31][C:32]([CH3:33])=[C:28]([C:26]([N:21]4[CH2:20][C@H:19]([CH3:18])[NH:24][C@H:23]([CH3:25])[CH2:22]4)=[O:27])[C:29]=2[CH3:36])[C:11](=[O:17])[NH:12]3)=[CH:6][CH:7]=1, predict the reactants needed to synthesize it. The reactants are: [Br:1][C:2]1[CH:7]=[CH:6][C:5]([C:8]2[CH:16]=[CH:15][CH:14]=[C:13]3[C:9]=2[CH2:10][C:11](=[O:17])[NH:12]3)=[CH:4][CH:3]=1.[CH3:18][C@H:19]1[NH:24][C@@H:23]([CH3:25])[CH2:22][N:21]([C:26]([C:28]2[C:29]([CH3:36])=[C:30]([CH:34]=O)[NH:31][C:32]=2[CH3:33])=[O:27])[CH2:20]1. (3) Given the product [O:1]([C:8]1[CH:14]=[CH:13][CH:12]=[CH:11][C:9]=1[NH:10][C:24]([NH:25][C:26]([NH:30][C:31]1[S:32][CH:33]=[CH:34][N:35]=1)=[O:27])=[O:29])[C:2]1[CH:3]=[CH:4][CH:5]=[CH:6][CH:7]=1, predict the reactants needed to synthesize it. The reactants are: [O:1]([C:8]1[CH:14]=[CH:13][CH:12]=[CH:11][C:9]=1[NH2:10])[C:2]1[CH:7]=[CH:6][CH:5]=[CH:4][CH:3]=1.C(N(C(C)C)CC)(C)C.[C:24](=[O:29])=[N:25][C:26](Cl)=[O:27].[NH2:30][C:31]1[S:32][CH:33]=[CH:34][N:35]=1. (4) The reactants are: Cl.[F:2][C:3]1[CH:8]=[CH:7][C:6]([CH:9]2[CH2:14][CH2:13][CH2:12][NH:11][CH2:10]2)=[CH:5][C:4]=1[O:15][CH2:16][CH2:17][O:18][CH3:19].C(N(C(C)C)CC)(C)C.[F:29][C:30]([F:35])([F:34])[C@@H:31]1[CH2:33][O:32]1. Given the product [F:29][C:30]([F:35])([F:34])[C@@H:31]([OH:32])[CH2:33][N:11]1[CH2:12][CH2:13][CH2:14][CH:9]([C:6]2[CH:7]=[CH:8][C:3]([F:2])=[C:4]([O:15][CH2:16][CH2:17][O:18][CH3:19])[CH:5]=2)[CH2:10]1, predict the reactants needed to synthesize it. (5) The reactants are: [Cl:1][C:2]1[N:9]=[C:8]([Cl:10])[CH:7]=[CH:6][C:3]=1[CH:4]=O.[NH2:11][CH2:12][CH:13]([C:15]1[CH:20]=[CH:19][CH:18]=[C:17]([CH3:21])[N:16]=1)[OH:14].C(O)(=O)C.C([BH3-])#N.[Na+].C(N(CC)CC)C. Given the product [NH3:9].[Cl:1][C:2]1[C:3]([CH2:4][NH:11][CH2:12][CH:13]([C:15]2[CH:20]=[CH:19][CH:18]=[C:17]([CH3:21])[N:16]=2)[OH:14])=[CH:6][CH:7]=[C:8]([Cl:10])[N:9]=1, predict the reactants needed to synthesize it. (6) Given the product [Cl:25][C:26]1[C:27]([O:36][C:37]2[CH:42]=[CH:41][C:40]([Cl:43])=[C:39]([C:44]([F:47])([F:46])[F:45])[CH:38]=2)=[CH:28][C:29]([F:35])=[C:30]([CH:34]=1)[C:31]([NH:49][S:50](=[O:52])(=[O:51])[NH2:53])=[O:32], predict the reactants needed to synthesize it. The reactants are: ClC1C(OC2C=NC(OCC(C)C)=C(Cl)C=2)=CC(F)=C(C=1)C(O)=O.[Cl:25][C:26]1[C:27]([O:36][C:37]2[CH:42]=[CH:41][C:40]([Cl:43])=[C:39]([C:44]([F:47])([F:46])[F:45])[CH:38]=2)=[CH:28][C:29]([F:35])=[C:30]([CH:34]=1)[C:31](O)=[O:32].C[N:49](C)[S:50]([NH2:53])(=[O:52])=[O:51].S(N)(N)(=O)=O.